Dataset: Peptide-MHC class II binding affinity with 134,281 pairs from IEDB. Task: Regression. Given a peptide amino acid sequence and an MHC pseudo amino acid sequence, predict their binding affinity value. This is MHC class II binding data. (1) The peptide sequence is TLWQRPLVTIKIGGQLIEAL. The MHC is DRB1_0404 with pseudo-sequence DRB1_0404. The binding affinity (normalized) is 0.162. (2) The peptide sequence is ATVATAPEVKYTVFE. The binding affinity (normalized) is 0. The MHC is DRB3_0202 with pseudo-sequence DRB3_0202. (3) The peptide sequence is AMRDMAGRFEVHAQT. The MHC is DRB1_0901 with pseudo-sequence DRB1_0901. The binding affinity (normalized) is 0.360. (4) The peptide sequence is GKWYLKAMTADQEVPE. The MHC is DRB1_1302 with pseudo-sequence DRB1_1302. The binding affinity (normalized) is 0.669. (5) The peptide sequence is GGRLAFQEFMIVPCE. The MHC is HLA-DPA10201-DPB10101 with pseudo-sequence HLA-DPA10201-DPB10101. The binding affinity (normalized) is 0.644.